Dataset: Forward reaction prediction with 1.9M reactions from USPTO patents (1976-2016). Task: Predict the product of the given reaction. (1) Given the reactants [C:1]([O:5][C:6]([N:8]1[C:16]2[C:11](=[CH:12][CH:13]=[C:14]([CH:17]=O)[CH:15]=2)[CH:10]=[C:9]1[C:19]1[CH:24]=[C:23]([C:25]2[CH:30]=[CH:29][N:28]=[CH:27][CH:26]=2)[N:22]=[N:21][C:20]=1[O:31][CH3:32])=[O:7])([CH3:4])([CH3:3])[CH3:2].[NH:33]1[CH2:38][CH2:37][CH2:36][CH2:35][CH2:34]1.C(O[BH-](OC(=O)C)OC(=O)C)(=O)C.[Na+].C([O-])(O)=O.[Na+].C(=O)=O, predict the reaction product. The product is: [C:1]([O:5][C:6]([N:8]1[C:16]2[C:11](=[CH:12][CH:13]=[C:14]([CH2:17][N:33]3[CH2:38][CH2:37][CH2:36][CH2:35][CH2:34]3)[CH:15]=2)[CH:10]=[C:9]1[C:19]1[CH:24]=[C:23]([C:25]2[CH:30]=[CH:29][N:28]=[CH:27][CH:26]=2)[N:22]=[N:21][C:20]=1[O:31][CH3:32])=[O:7])([CH3:4])([CH3:2])[CH3:3]. (2) Given the reactants Cl.[NH2:2][C@H:3]1[CH2:7][CH2:6][C@@H:5]([C:8]([OH:10])=[O:9])[CH2:4]1.S(Cl)(Cl)=O.[CH3:15]O, predict the reaction product. The product is: [CH3:15][O:9][C:8]([C@H:5]1[CH2:6][CH2:7][C@@H:3]([NH2:2])[CH2:4]1)=[O:10]. (3) Given the reactants [CH:1]1([N:4]([C@H:12]2[CH2:17][CH2:16][NH:15][CH2:14][C@H:13]2[F:18])C(=O)OC(C)(C)C)[CH2:3][CH2:2]1.Cl[C:20]1[N:25]=[CH:24][C:23]([CH2:26][CH3:27])=[CH:22][N:21]=1, predict the reaction product. The product is: [CH:1]1([NH:4][CH:12]2[CH2:17][CH2:16][N:15]([C:20]3[N:25]=[CH:24][C:23]([CH2:26][CH3:27])=[CH:22][N:21]=3)[CH2:14][CH:13]2[F:18])[CH2:2][CH2:3]1. (4) Given the reactants N#N.[O:3]1[CH2:8][CH2:7][CH:6](O)[CH2:5][CH2:4]1.[I:10][C:11]1[NH:15][N:14]=[CH:13][CH:12]=1.C1(P(C2C=CC=CC=2)C2C=CC=CC=2)C=CC=CC=1.CC(OC(/N=N/C(OC(C)C)=O)=O)C, predict the reaction product. The product is: [I:10][C:11]1[N:15]([CH:6]2[CH2:7][CH2:8][O:3][CH2:4][CH2:5]2)[N:14]=[CH:13][CH:12]=1. (5) Given the reactants [CH3:1][C:2]([CH3:29])([CH:4]([OH:28])[C@@H:5]([NH:8]C(C1C=CC=CC=1)(C1C=CC=CC=1)C1C=CC=CC=1)[CH2:6][CH3:7])[CH3:3].FC(F)(F)C(O)=O, predict the reaction product. The product is: [NH2:8][C@@H:5]([CH2:6][CH3:7])[CH:4]([OH:28])[C:2]([CH3:29])([CH3:3])[CH3:1]. (6) Given the reactants [N:1]1[C:5]2[CH:6]=[CH:7][C:8](C=O)=[CH:9][C:4]=2[NH:3][CH:2]=1.[CH2:12]([NH2:19])[C:13]1[CH:18]=[CH:17][CH:16]=[CH:15][CH:14]=1.[BH4-].[Na+], predict the reaction product. The product is: [CH2:12]([NH:19][C:8]1[CH:7]=[CH:6][C:5]2[NH:1][CH:2]=[N:3][C:4]=2[CH:9]=1)[C:13]1[CH:18]=[CH:17][CH:16]=[CH:15][CH:14]=1. (7) Given the reactants [CH2:1]([O:3][C:4]([C@@H:6]1[CH2:10][CH2:9][CH2:8][C@@H:7]1[NH:11][CH2:12][CH2:13][C:14]([CH3:17])([CH3:16])[CH3:15])=[O:5])[CH3:2].[CH3:18][S:19]([NH:22][C:23]1[CH:38]=[CH:37][C:26]2[NH:27][C:28]([CH2:33][C:34](O)=[O:35])=[N:29][S:30](=[O:32])(=[O:31])[C:25]=2[CH:24]=1)(=[O:21])=[O:20].C1(N=C=NC2CCCCC2)CCCCC1, predict the reaction product. The product is: [CH2:1]([O:3][C:4]([C@@H:6]1[CH2:10][CH2:9][CH2:8][C@@H:7]1[N:11]([CH2:12][CH2:13][C:14]([CH3:16])([CH3:15])[CH3:17])[C:34](=[O:35])[CH2:33][C:28]1[NH:27][C:26]2[CH:37]=[CH:38][C:23]([NH:22][S:19]([CH3:18])(=[O:21])=[O:20])=[CH:24][C:25]=2[S:30](=[O:31])(=[O:32])[N:29]=1)=[O:5])[CH3:2]. (8) Given the reactants [Cl:1][C:2]1[CH:3]=[C:4]([C@@H:9]2[O:15][CH2:14][CH2:13][N:12](C(OC(C)(C)C)=O)[CH2:11][C@H:10]2[C:23]([OH:26])([CH3:25])[CH3:24])[CH:5]=[CH:6][C:7]=1[Cl:8].Cl.C(OCC)(=O)C, predict the reaction product. The product is: [ClH:1].[Cl:1][C:2]1[CH:3]=[C:4]([C@@H:9]2[O:15][CH2:14][CH2:13][NH:12][CH2:11][C@H:10]2[C:23]([OH:26])([CH3:24])[CH3:25])[CH:5]=[CH:6][C:7]=1[Cl:8]. (9) Given the reactants [Cl:1][C:2]1[CH:7]=[C:6]([O:8][C:9]2[C:18]3[C:13](=[CH:14][C:15]([OH:21])=[C:16]([O:19][CH3:20])[CH:17]=3)[N:12]=[CH:11][N:10]=2)[CH:5]=[CH:4][C:3]=1[NH:22][C:23]([NH:25][CH2:26][CH3:27])=[O:24].C1(P(C2C=CC=CC=2)C2C=CC=CC=2)C=CC=CC=1.[N:47]1([CH:53](O)[CH2:54][CH3:55])[CH2:52][CH2:51][CH2:50][CH2:49][CH2:48]1.N(C(OCC)=O)=NC(OCC)=O, predict the reaction product. The product is: [Cl:1][C:2]1[CH:7]=[C:6]([O:8][C:9]2[C:18]3[C:13](=[CH:14][C:15]([O:21][CH2:55][CH2:54][CH2:53][N:47]4[CH2:52][CH2:51][CH2:50][CH2:49][CH2:48]4)=[C:16]([O:19][CH3:20])[CH:17]=3)[N:12]=[CH:11][N:10]=2)[CH:5]=[CH:4][C:3]=1[NH:22][C:23]([NH:25][CH2:26][CH3:27])=[O:24]. (10) Given the reactants [CH3:1][S:2][CH2:3][C:4](=[O:11])[CH2:5][C:6]([O:8][CH2:9][CH3:10])=[O:7].C(O[CH:15]=[CH:16][C:17](=O)[C:18](F)([F:20])[F:19])C.C(N(CC)CC)C, predict the reaction product. The product is: [CH2:9]([O:8][C:6](=[O:7])[C:5]1[CH:15]=[CH:16][C:17]([CH:18]([F:20])[F:19])=[C:3]([S:2][CH3:1])[C:4]=1[OH:11])[CH3:10].